From a dataset of Full USPTO retrosynthesis dataset with 1.9M reactions from patents (1976-2016). Predict the reactants needed to synthesize the given product. Given the product [CH3:8][C:7]1[O:6][C:5]([C:9]2[CH:14]=[CH:13][CH:12]=[CH:11][CH:10]=2)=[N:4][C:3]=1[CH2:2][CH2:26][C:24]1[CH:23]=[CH:22][CH:21]=[C:20]([N:15]2[CH2:19][CH2:18][CH2:17][CH2:16]2)[N:25]=1, predict the reactants needed to synthesize it. The reactants are: Cl[CH2:2][C:3]1[N:4]=[C:5]([C:9]2[CH:14]=[CH:13][CH:12]=[CH:11][CH:10]=2)[O:6][C:7]=1[CH3:8].[N:15]1([C:20]2[N:25]=[C:24]([CH:26]=O)[CH:23]=[CH:22][CH:21]=2)[CH2:19][CH2:18][CH2:17][CH2:16]1.